From a dataset of Catalyst prediction with 721,799 reactions and 888 catalyst types from USPTO. Predict which catalyst facilitates the given reaction. (1) Reactant: [OH:1][C:2]1[CH:12]=[CH:11][C:5]([C:6]([O:8]CC)=[O:7])=[CH:4][CH:3]=1.C(=O)([O-])[O-].[K+].[K+].Br[CH2:20][CH:21]1[CH2:24][CH2:23][CH2:22]1.[OH-].[Na+].Cl. The catalyst class is: 131. Product: [CH:21]1([CH2:20][O:1][C:2]2[CH:3]=[CH:4][C:5]([C:6]([OH:8])=[O:7])=[CH:11][CH:12]=2)[CH2:24][CH2:23][CH2:22]1. (2) Reactant: [Cl:1][C:2]1[CH:7]=[CH:6][C:5]([C:8]2[C:9]([C:14]([O:16][CH3:17])=[O:15])=[N:10][CH:11]=[CH:12][CH:13]=2)=[CH:4][C:3]=1[C:18]([O:20]C(C)(C)C)=[O:19].FC(F)(F)C(O)=O. Product: [C:18]([C:3]1[CH:4]=[C:5]([C:8]2[C:9]([C:14]([O:16][CH3:17])=[O:15])=[N:10][CH:11]=[CH:12][CH:13]=2)[CH:6]=[CH:7][C:2]=1[Cl:1])([OH:20])=[O:19]. The catalyst class is: 4. (3) Reactant: [Cl:1][C:2]1[CH:22]=[C:21]([Cl:23])[CH:20]=[CH:19][C:3]=1[CH2:4][CH:5]1[CH2:9][CH2:8][N:7]([C:10]2([CH3:17])[CH2:15][CH2:14][CH:13]([OH:16])[CH2:12][CH2:11]2)[C:6]1=[O:18].CCN(CC)CC.[N+:31]([C:34]1[CH:42]=[CH:41][C:37]([C:38](Cl)=[O:39])=[CH:36][CH:35]=1)([O-:33])=[O:32]. The catalyst class is: 2. Product: [N+:31]([C:34]1[CH:35]=[CH:36][C:37]([C:38]([O:16][CH:13]2[CH2:14][CH2:15][C:10]([N:7]3[CH2:8][CH2:9][CH:5]([CH2:4][C:3]4[CH:19]=[CH:20][C:21]([Cl:23])=[CH:22][C:2]=4[Cl:1])[C:6]3=[O:18])([CH3:17])[CH2:11][CH2:12]2)=[O:39])=[CH:41][CH:42]=1)([O-:33])=[O:32]. (4) Reactant: [Br:1][C:2]1[CH:7]=[CH:6][C:5]([C:8](=O)[CH2:9][C:10](=[O:18])[C:11]2[CH:16]=[CH:15][C:14]([Br:17])=[CH:13][CH:12]=2)=[CH:4][CH:3]=1.Cl.[NH2:21]O.[OH-].[Na+]. Product: [Br:1][C:2]1[CH:7]=[CH:6][C:5]([C:8]2[CH:9]=[C:10]([C:11]3[CH:16]=[CH:15][C:14]([Br:17])=[CH:13][CH:12]=3)[O:18][N:21]=2)=[CH:4][CH:3]=1. The catalyst class is: 38.